Dataset: Reaction yield outcomes from USPTO patents with 853,638 reactions. Task: Predict the reaction yield, written as a fraction of the theoretical maximum amount of product (1.0 means a 100% yield; for example, 0.34 means a 34% yield). (1) The reactants are [N+:1]([C:4]1[CH:5]=[CH:6][C:7]2[O:11][C:10](=[S:12])[NH:9][C:8]=2[CH:13]=1)([O-:3])=[O:2].[H-].[Na+].[CH2:16]1COC[CH2:17]1. The catalyst is ICC. The product is [CH2:16]([S:12][C:10]1[O:11][C:7]2[CH:6]=[CH:5][C:4]([N+:1]([O-:3])=[O:2])=[CH:13][C:8]=2[N:9]=1)[CH3:17]. The yield is 0.410. (2) The reactants are [CH3:1][C@@H:2]1[O:7][C@@H:6]([O:8][CH2:9][C@H:10]2[O:15][C@@H:14]([O:16][C:17]3[C:26](=[O:27])[C:25]4[C:24]([OH:28])=[CH:23][C:22]([OH:29])=[CH:21][C:20]=4[O:19][C:18]=3[C:30]3[CH:31]=[CH:32][C:33]([OH:37])=[C:34]([OH:36])[CH:35]=3)[C@H:13]([OH:38])[C@@H:12]([OH:39])[C@@H:11]2[OH:40])[C@H:5]([OH:41])[C@H:4]([OH:42])[C@H:3]1[OH:43]. The catalyst is C([O-])(=O)CC(CC([O-])=O)(C([O-])=O)O. The product is [CH:31]1[C:30]([C:18]2[O:19][C:20]3[CH:21]=[C:22]([OH:29])[CH:23]=[C:24]([OH:28])[C:25]=3[C:26](=[O:27])[C:17]=2[O:16][C@@H:14]2[O:15][C@H:10]([CH2:9][OH:8])[C@@H:11]([OH:40])[C@H:12]([OH:39])[C@H:13]2[OH:38])=[CH:35][C:34]([OH:36])=[C:33]([OH:37])[CH:32]=1.[CH3:1][C@@H:2]1[O:7][C@@H:6]([O:8][CH2:9][C@H:10]2[O:15][C@@H:14]([O:16][C:17]3[C:26](=[O:27])[C:25]4[C:24]([OH:28])=[CH:23][C:22]([OH:29])=[CH:21][C:20]=4[O:19][C:18]=3[C:30]3[CH:31]=[CH:32][C:33]([OH:37])=[C:34]([OH:36])[CH:35]=3)[C@H:13]([OH:38])[C@@H:12]([OH:39])[C@@H:11]2[OH:40])[C@H:5]([OH:41])[C@H:4]([OH:42])[C@H:3]1[OH:43]. The yield is 0.960. (3) The reactants are Cl[C:2]1[CH:7]=[CH:6][N:5]=[CH:4][C:3]=1[N+:8]([O-:10])=[O:9].[Si:11]([O:18][C@H:19]1[CH2:24][CH2:23][NH:22][CH2:21][C@@H:20]1[NH:25][C:26](=[O:32])[O:27][C:28]([CH3:31])([CH3:30])[CH3:29])([C:14]([CH3:17])([CH3:16])[CH3:15])([CH3:13])[CH3:12].C(N(CC)CC)C. The catalyst is CN(C=O)C. The product is [Si:11]([O:18][C@H:19]1[CH2:24][CH2:23][N:22]([C:2]2[CH:7]=[CH:6][N:5]=[CH:4][C:3]=2[N+:8]([O-:10])=[O:9])[CH2:21][C@@H:20]1[NH:25][C:26](=[O:32])[O:27][C:28]([CH3:31])([CH3:30])[CH3:29])([C:14]([CH3:17])([CH3:16])[CH3:15])([CH3:13])[CH3:12]. The yield is 0.980.